This data is from Reaction yield outcomes from USPTO patents with 853,638 reactions. The task is: Predict the reaction yield, written as a fraction of the theoretical maximum amount of product (1.0 means a 100% yield; for example, 0.34 means a 34% yield). The reactants are [C:1]1([C:7]2[O:11][C:10]([SH:12])=[N:9][N:8]=2)[CH:6]=[CH:5][CH:4]=[CH:3][CH:2]=1.C(N(C(C)C)CC)(C)C.[CH2:22](Br)[C:23]1[CH:28]=[CH:27][CH:26]=[CH:25][CH:24]=1.[OH-].[Na+]. The catalyst is CCO. The product is [CH2:22]([S:12][C:10]1[O:11][C:7]([C:1]2[CH:2]=[CH:3][CH:4]=[CH:5][CH:6]=2)=[N:8][N:9]=1)[C:23]1[CH:28]=[CH:27][CH:26]=[CH:25][CH:24]=1. The yield is 0.920.